This data is from Experimentally validated miRNA-target interactions with 360,000+ pairs, plus equal number of negative samples. The task is: Binary Classification. Given a miRNA mature sequence and a target amino acid sequence, predict their likelihood of interaction. (1) The miRNA is hsa-miR-193b-5p with sequence CGGGGUUUUGAGGGCGAGAUGA. The protein sequence of the target gene is MPTMRRTVSEIRSRAEGYEKTDDVSEKTSLADQEEVRTIFINQPQLTKFCNNHVSTAKYNVITFLPRFLYSQFRRAANSFFLFIALLQQIPDVSPTGRYTTLVPLLFILAVAAIKEIIEDIKRHKADNAVNKKQTQVLRNGAWEIVHWEKVAVGEIVKVTNGEHLPADLLSLSSSEPQAMCYIETSNLDGETNLKIRQGLPATSDIKDIDSLMRISGRIECESPNRHLYDFVGNIRLDGHGTVPLGADQILLRGAQLRNTQWVHGIVVYTGHDTKLMQNSTSPPLKLSNVERITNVQILI.... Result: 0 (no interaction). (2) Result: 0 (no interaction). The miRNA is mmu-miR-5098 with sequence GUUACAUGGUGAAGCCCAGUU. The protein sequence of the target gene is MWQPATERLQHFQTMLKSKLNVLTLKKEPIPAVLFHEPEAIELCTTTPLMKARTHSGCKVTYLGKVSTTGMQFLSGCTEKPVIELWKKHTLAREDVFPANALLEIRPFQVWLHHLDHKGEATVHMDTFQVARIAYCTADHNVSPNIFAWVYREINDDLSYQMDCHAVQCESKLEAKKLAHAMMEAFKKTFHSMKSDGRIHRSSSSEEASQELESDDG. (3) The miRNA is hsa-miR-221-3p with sequence AGCUACAUUGUCUGCUGGGUUUC. The protein sequence of the target gene is MRTLACLLLLGCGYLAHVLAEEAEIPREVIERLARSQIHSIRDLQRLLEIDSVGSEDSLDTSLRAHGVHATKHVPEKRPLPIRRKRSIEEAVPAVCKTRTVIYEIPRSQVDPTSANFLIWPPCVEVKRCTGCCNTSSVKCQPSRVHHRSVKVAKVEYVRKKPKLKEVQVRLEEHLECACATTSLNPDYREEDTGRPRESGKKRKRKRLKPT. Result: 1 (interaction). (4) The miRNA is hsa-miR-192-5p with sequence CUGACCUAUGAAUUGACAGCC. The protein sequence of the target gene is MTSVWKRLQRVGKRAAKFQFVACYHELVLECTKKWQPDKLVVVWTRRNRRICSKAHSWQPGIQNPYRGTVVWMVPENVDISVTLYRDPHVDQYEAKEWTFIIENESKGQRKVLATAEVDLARHAGPVPVQVPVRLRLKPKSVKVVQAELSLTLSGVLLREGRATDDDMQSLASLMSVKPSDVGNLDDFAESDEDEAHGPGAPEARARVPQPDPSRELKTLCEEEEEGQGRPQQAVASPSNAEDTSPAPVSAPAPPARTSRGQGSERANEAGGQVGPEAPRPPETSPEMRSSRQPAQDTAP.... Result: 1 (interaction). (5) The miRNA is hsa-miR-1199-5p with sequence CCUGAGCCCGGGCCGCGCAG. The protein sequence of the target gene is MNLELLESFGQNYPEEADGTLDCISMALTCTFNRWGTLLAVGCNDGRIVIWDFLTRGIAKIISAHIHPVCSLCWSRDGHKLVSASTDNIVSQWDVLSGDCDQRFRFPSPILKVQYHPRDQNKVLVCPMKSAPVMLTLSDSKHVVLPVDDDSDLNVVASFDRRGEYIYTGNAKGKILVLKTDSQDLVASFRVTTGTSNTTAIKSIEFARKGSCFLINTADRIIRVYDGREILTCGRDGEPEPMQKLQDLVNRTPWKKCCFSGDGEYIVAGSARQHALYIWEKSIGNLVKILHGTRGELLLD.... Result: 0 (no interaction). (6) The miRNA is cel-miR-261 with sequence UAGCUUUUUAGUUUUCACG. The protein sequence of the target gene is MLPARVRLLTPHLLLVLVQLSPAGGHRTTGPRFLISDRDPPCNPHCPRTQPKPICASDGRSYESMCEYQRAKCRDPALAVVHRGRCKDAGQSKCRLERAQALEQAKKPQEAVFVPECGEDGSFTQVQCHTYTGYCWCVTPDGKPISGSSVQNKTPVCSGPVTDKPLSQGNSGRKVSFRFFLTLNSDDGSKPTPTMETQPVFDGDEITAPTLWIKHLVIKDSKLNNTNVRNSEKVHSCDQERQSALEEARQNPREGIVIPECAPGGLYKPVQCHQSTGYCWCVLVDTGRPLPGTSTRYVMP.... Result: 0 (no interaction). (7) The miRNA is dme-miR-iab-4-5p with sequence ACGUAUACUGAAUGUAUCCUGA. The protein sequence of the target gene is MVNVLKGVLIECDPAMKQFLLYLDESNALGKKFIIQDIDDTHVFVIAELVNVLQERVGELMDQNAFSLTQK. Result: 0 (no interaction). (8) The miRNA is mmu-miR-466i-5p with sequence UGUGUGUGUGUGUGUGUGUG. The protein sequence of the target gene is MPDRTEKHSTMPDSPVDVKTQSRLTPPAMPPPPTTQGAPRTSSFTPTTLTNGTSHSPTALNGAPSPPNGFSNGPSSSSSSSLANQQLPPACGARQLSKLKRFLTTLQQFGNDISPEIGERVRTLVLGLVNSTLTIEEFHSKLQEATNFPLRPFVIPFLKANLPLLQRELLHCARLAKQNPAQYLAQHEQLLLDASTTSPVDSSELLLDVNENGKRRTPDRTKENGFDREPLHSEHPSKRPCTISPGQRYSPNNGLSYQPNGLPHPTPPPPQHYRLDDMAIAHHYRDSYRHPSHRDLRDRN.... Result: 1 (interaction).